This data is from Catalyst prediction with 721,799 reactions and 888 catalyst types from USPTO. The task is: Predict which catalyst facilitates the given reaction. (1) Reactant: C(OC([NH:8][C@H:9]([CH2:14][S:15][CH2:16][CH2:17][CH2:18][C:19]1[CH:24]=[CH:23][C:22]([C:25]#[N:26])=[CH:21][CH:20]=1)[C:10]([O:12][CH3:13])=[O:11])=O)(C)(C)C.[ClH:27]. Product: [ClH:27].[NH2:8][C@H:9]([CH2:14][S:15][CH2:16][CH2:17][CH2:18][C:19]1[CH:24]=[CH:23][C:22]([C:25]#[N:26])=[CH:21][CH:20]=1)[C:10]([O:12][CH3:13])=[O:11]. The catalyst class is: 25. (2) Reactant: [CH2:1]([O:3][C:4](=[O:40])[NH:5][C:6]1[N:20]([CH2:21][C:22]2[CH:27]=[CH:26][C:25]([O:28]CC3C=CC(OC)=CC=3)=[C:24]([O:38][CH3:39])[CH:23]=2)[C:9]2=[N:10][CH:11]=[C:12]([C:14]3[CH:15]=[N:16][N:17]([CH3:19])[CH:18]=3)[CH:13]=[C:8]2[N:7]=1)[CH3:2].FC(F)(F)C(O)=O.C(=O)([O-])[O-].[K+].[K+]. Product: [CH2:1]([O:3][C:4](=[O:40])[NH:5][C:6]1[N:20]([CH2:21][C:22]2[CH:27]=[CH:26][C:25]([OH:28])=[C:24]([O:38][CH3:39])[CH:23]=2)[C:9]2=[N:10][CH:11]=[C:12]([C:14]3[CH:15]=[N:16][N:17]([CH3:19])[CH:18]=3)[CH:13]=[C:8]2[N:7]=1)[CH3:2]. The catalyst class is: 4. (3) Reactant: [Cl:1][C:2]1[CH:20]=[C:19]([F:21])[C:18]([F:22])=[CH:17][C:3]=1[C:4]([NH:6][C:7]1[NH:11][N:10]=[C:9]([C:12]([O:14]CC)=[O:13])[CH:8]=1)=[O:5].O.[OH-].[Na+].Cl. Product: [Cl:1][C:2]1[CH:20]=[C:19]([F:21])[C:18]([F:22])=[CH:17][C:3]=1[C:4]([NH:6][C:7]1[NH:11][N:10]=[C:9]([C:12]([OH:14])=[O:13])[CH:8]=1)=[O:5]. The catalyst class is: 8. (4) Reactant: [O:1]1[C:5]2[CH:6]=[CH:7][C:8]([OH:10])=[CH:9][C:4]=2[CH2:3][CH2:2]1.Br[CH2:12][C:13]#[CH:14].C([O-])([O-])=O.[K+].[K+]. Product: [CH2:14]([O:10][C:8]1[CH:7]=[CH:6][C:5]2[O:1][CH2:2][CH2:3][C:4]=2[CH:9]=1)[C:13]#[CH:12]. The catalyst class is: 21. (5) Reactant: [NH2:1][C:2]([C:4]1[CH:5]=[N:6][C:7]2[C:12]([C:13]=1[NH:14][C:15]1[CH:16]=[C:17]([CH:21]=[C:22]([O:24][CH3:25])[CH:23]=1)[C:18]([OH:20])=[O:19])=[CH:11][CH:10]=[C:9](Br)[CH:8]=2)=[O:3].[CH3:27][C:28]1[C:32](B(O)O)=[C:31]([CH3:36])[O:30][N:29]=1.C(=O)([O-])[O-].[K+].[K+]. Product: [NH2:1][C:2]([C:4]1[CH:5]=[N:6][C:7]2[C:12]([C:13]=1[NH:14][C:15]1[CH:16]=[C:17]([CH:21]=[C:22]([O:24][CH3:25])[CH:23]=1)[C:18]([OH:20])=[O:19])=[CH:11][CH:10]=[C:9]([C:32]1[C:28]([CH3:27])=[N:29][O:30][C:31]=1[CH3:36])[CH:8]=2)=[O:3]. The catalyst class is: 70. (6) Reactant: [N:1]([CH2:4][C:5]1[C:6]([C:20]([O:22][CH2:23][CH3:24])=[O:21])=[N:7][N:8]([C:10]2[CH:15]=[CH:14][C:13]([C:16]([F:19])([F:18])[F:17])=[CH:12][CH:11]=2)[CH:9]=1)=[N+]=[N-].[ClH:25]. Product: [ClH:25].[NH2:1][CH2:4][C:5]1[C:6]([C:20]([O:22][CH2:23][CH3:24])=[O:21])=[N:7][N:8]([C:10]2[CH:15]=[CH:14][C:13]([C:16]([F:17])([F:18])[F:19])=[CH:12][CH:11]=2)[CH:9]=1. The catalyst class is: 63. (7) Reactant: [Cl:1][C:2]1[CH:18]=[CH:17][C:5]([CH2:6][N:7]2[CH2:12][C@H:11]([CH3:13])[C:10](=[N:14]O)[CH2:9][C@H:8]2[CH3:16])=[CH:4][CH:3]=1.[H-].[Al+3].[Li+].[H-].[H-].[H-]. Product: [Cl:1][C:2]1[CH:18]=[CH:17][C:5]([CH2:6][N:7]2[CH2:12][C@H:11]([CH3:13])[CH:10]([NH2:14])[CH2:9][C@H:8]2[CH3:16])=[CH:4][CH:3]=1. The catalyst class is: 1. (8) Product: [C:1]1([C:24]2[CH:29]=[CH:28][CH:27]=[CH:26][CH:25]=2)[CH:6]=[CH:5][C:4]([CH2:7][N:8]2[C:12]3[CH:13]=[C:14]([F:19])[C:15]([I:18])=[C:16]([F:17])[C:11]=3[N:10]=[C:9]2[O:30][CH:31]2[CH2:35][CH2:34][CH:33]([C:36]([O:38][CH2:39][CH3:40])=[O:37])[CH2:32]2)=[CH:3][CH:2]=1. Reactant: [C:1]1([C:24]2[CH:29]=[CH:28][CH:27]=[CH:26][CH:25]=2)[CH:6]=[CH:5][C:4]([CH2:7][N:8]2[C:12]3[CH:13]=[C:14]([F:19])[C:15]([I:18])=[C:16]([F:17])[C:11]=3[N:10]=[C:9]2S(C)(=O)=O)=[CH:3][CH:2]=1.[OH:30][CH:31]1[CH2:35][CH2:34][CH:33]([C:36]([O:38][CH2:39][CH3:40])=[O:37])[CH2:32]1.C1CCN2C(=NCCC2)CC1. The catalyst class is: 173.